From a dataset of Full USPTO retrosynthesis dataset with 1.9M reactions from patents (1976-2016). Predict the reactants needed to synthesize the given product. (1) Given the product [S:12]1[CH:16]=[CH:15][N:14]=[C:13]1[N:17]1[CH2:18][CH2:19][N:20]([CH2:2][C:3]2[S:4][C:5]3[C:10]([N:11]=2)=[CH:9][CH:8]=[CH:7][N:6]=3)[CH2:21][CH2:22]1, predict the reactants needed to synthesize it. The reactants are: Cl[CH2:2][C:3]1[S:4][C:5]2[C:10]([N:11]=1)=[CH:9][CH:8]=[CH:7][N:6]=2.[S:12]1[CH:16]=[CH:15][N:14]=[C:13]1[N:17]1[CH2:22][CH2:21][NH:20][CH2:19][CH2:18]1.CCN(C(C)C)C(C)C. (2) Given the product [CH3:3][C:4]1[CH:12]=[C:11]2[C:7]([CH2:8][CH2:9][CH:10]2[OH:13])=[CH:6][CH:5]=1, predict the reactants needed to synthesize it. The reactants are: [BH4-].[Na+].[CH3:3][C:4]1[CH:12]=[C:11]2[C:7]([CH2:8][CH2:9][C:10]2=[O:13])=[CH:6][CH:5]=1.O.